This data is from Full USPTO retrosynthesis dataset with 1.9M reactions from patents (1976-2016). The task is: Predict the reactants needed to synthesize the given product. (1) Given the product [CH:1]1([C@@H:7]([NH:9][C:10]([C:12]2[C:21]3[C:16](=[CH:17][CH:18]=[C:19]([F:22])[CH:20]=3)[N:15]=[C:14]([C:23]3[S:24][CH:25]=[CH:26][CH:27]=3)[C:13]=2[CH2:28][N:29]2[CH2:34][CH2:33][N:32]([CH2:69][C:70]([OH:72])=[O:71])[C:31](=[O:35])[CH2:30]2)=[O:11])[CH3:8])[CH2:6][CH2:5][CH2:4][CH2:3][CH2:2]1, predict the reactants needed to synthesize it. The reactants are: [CH:1]1([C@@H:7]([NH:9][C:10]([C:12]2[C:21]3[C:16](=[CH:17][CH:18]=[C:19]([F:22])[CH:20]=3)[N:15]=[C:14]([C:23]3[S:24][CH:25]=[CH:26][CH:27]=3)[C:13]=2[CH2:28][N:29]2[CH2:34][CH2:33][NH:32][C:31](=[O:35])[CH2:30]2)=[O:11])[CH3:8])[CH2:6][CH2:5][CH2:4][CH2:3][CH2:2]1.C1([C@@H](NC(C2C3C(=CC=CC=3)N=C(C3SC=CC=3)C=2CN2CCN([CH2:69][C:70]([OH:72])=[O:71])C(=O)C2)=O)C)CCCCC1.[H-].[Na+].C(OC(=O)CBr)C. (2) Given the product [CH2:1]([O:8][C:9](=[O:15])[C@@H:10]([O:14][S:26]([C:25]([F:38])([F:37])[F:24])(=[O:28])=[O:27])[CH:11]([CH3:13])[CH3:12])[C:2]1[CH:7]=[CH:6][CH:5]=[CH:4][CH:3]=1, predict the reactants needed to synthesize it. The reactants are: [CH2:1]([O:8][C:9](=[O:15])[C@@H:10]([OH:14])[CH:11]([CH3:13])[CH3:12])[C:2]1[CH:7]=[CH:6][CH:5]=[CH:4][CH:3]=1.N1C(C)=CC=CC=1C.[F:24][C:25]([F:38])([F:37])[S:26](O[S:26]([C:25]([F:38])([F:37])[F:24])(=[O:28])=[O:27])(=[O:28])=[O:27]. (3) Given the product [Br:18][C:5]1[C:4]([C:7]([F:10])([F:9])[F:8])=[N:3][N:2]([CH3:1])[CH:6]=1, predict the reactants needed to synthesize it. The reactants are: [CH3:1][N:2]1[CH:6]=[CH:5][C:4]([C:7]([F:10])([F:9])[F:8])=[N:3]1.C1C(=O)N([Br:18])C(=O)C1. (4) The reactants are: [C:1]([O:5][C:6]([N:8]1[CH2:13][CH2:12][N:11]([C:14]2[CH:19]=[CH:18][CH:17]=[CH:16][C:15]=2[O:20][CH2:21][CH2:22][N:23]2[CH2:28][CH2:27]OC[CH2:24]2)[CH2:10][CH2:9]1)=[O:7])([CH3:4])([CH3:3])[CH3:2].[C:29](OC(N1CCN(C2C=CC=CC=2O)CC1)=O)(C)(C)C.CN1CCCC(O)C1. Given the product [C:1]([O:5][C:6]([N:8]1[CH2:13][CH2:12][N:11]([C:14]2[CH:19]=[CH:18][CH:17]=[CH:16][C:15]=2[O:20][CH:21]2[CH2:29][CH2:27][CH2:28][N:23]([CH3:24])[CH2:22]2)[CH2:10][CH2:9]1)=[O:7])([CH3:2])([CH3:3])[CH3:4], predict the reactants needed to synthesize it. (5) Given the product [OH:4][C:5]1[CH:10]=[CH:9][CH:8]=[CH:7][C:6]=1[CH:11]=[CH:12][C:13]([NH:15][C@H:16]([C:28]([OH:30])=[O:29])[CH2:17][C:18]1[C:26]2[C:21](=[CH:22][CH:23]=[CH:24][CH:25]=2)[N:20]([CH3:27])[CH:19]=1)=[O:14], predict the reactants needed to synthesize it. The reactants are: C([O:4][C:5]1[CH:10]=[CH:9][CH:8]=[CH:7][C:6]=1[CH:11]=[CH:12][C:13]([NH:15][C@H:16]([C:28]([O:30]C)=[O:29])[CH2:17][C:18]1[C:26]2[C:21](=[CH:22][CH:23]=[CH:24][CH:25]=2)[N:20]([CH3:27])[CH:19]=1)=[O:14])(=O)C.[OH-].[Na+]. (6) Given the product [Cl:17][C:18]1[CH:19]=[CH:20][C:21]([C:24]([NH:26][CH2:27][C:28]2[S:32][C:31]([S:33](=[O:35])(=[O:34])[NH:1][CH2:2][C:3]([CH3:7])([CH3:6])[CH2:4][OH:5])=[CH:30][CH:29]=2)=[O:25])=[CH:22][CH:23]=1, predict the reactants needed to synthesize it. The reactants are: [NH2:1][CH2:2][C:3]([CH3:7])([CH3:6])[CH2:4][OH:5].CCN(C(C)C)C(C)C.[Cl:17][C:18]1[CH:23]=[CH:22][C:21]([C:24]([NH:26][CH2:27][C:28]2[S:32][C:31]([S:33](Cl)(=[O:35])=[O:34])=[CH:30][CH:29]=2)=[O:25])=[CH:20][CH:19]=1.C(Cl)Cl.